From a dataset of Catalyst prediction with 721,799 reactions and 888 catalyst types from USPTO. Predict which catalyst facilitates the given reaction. (1) Reactant: Cl.CN(C)CCCN=C=NCC.ON1C2C=CC=CC=2N=N1.[F:23][C:24]1[CH:42]=[C:41]([F:43])[CH:40]=[CH:39][C:25]=1[CH2:26][N:27]1[C:31]2=[CH:32][N:33]=[C:34]([C:36]([OH:38])=O)[CH:35]=[C:30]2[CH:29]=[CH:28]1.C(N(CC)CC)C.[CH2:51]([O:58][NH2:59])[C:52]1[CH:57]=[CH:56][CH:55]=[CH:54][CH:53]=1. Product: [CH2:51]([O:58][NH:59][C:36]([C:34]1[CH:35]=[C:30]2[CH:29]=[CH:28][N:27]([CH2:26][C:25]3[CH:39]=[CH:40][C:41]([F:43])=[CH:42][C:24]=3[F:23])[C:31]2=[CH:32][N:33]=1)=[O:38])[C:52]1[CH:57]=[CH:56][CH:55]=[CH:54][CH:53]=1. The catalyst class is: 18. (2) Reactant: [C:1]([N:5]1[C:9]2=[N:10][CH:11]=[N:12][C:13]([NH2:14])=[C:8]2[CH:7]=[N:6]1)([CH3:4])([CH3:3])[CH3:2].[C:15](Cl)(=[O:22])[C:16]1[CH:21]=[CH:20][CH:19]=[CH:18][CH:17]=1.O. Product: [C:1]([N:5]1[C:9]2=[N:10][CH:11]=[N:12][C:13]([NH:14][C:15](=[O:22])[C:16]3[CH:21]=[CH:20][CH:19]=[CH:18][CH:17]=3)=[C:8]2[CH:7]=[N:6]1)([CH3:4])([CH3:2])[CH3:3]. The catalyst class is: 17. (3) Reactant: C[O-].[Na+].C([O:6][C:7]([C:9]1[N:10]([CH2:14][C@:15]([NH2:24])([C:17]2[CH:22]=[CH:21][CH:20]=[C:19]([Br:23])[CH:18]=2)[CH3:16])[CH:11]=[CH:12][N:13]=1)=O)C. Product: [Br:23][C:19]1[CH:18]=[C:17]([C@:15]2([CH3:16])[CH2:14][N:10]3[CH:11]=[CH:12][N:13]=[C:9]3[C:7](=[O:6])[NH:24]2)[CH:22]=[CH:21][CH:20]=1. The catalyst class is: 5. (4) Reactant: [Mn]([O-])(=O)(=O)=O.[K+].[Cl:7][C:8]1[CH:13]=[CH:12][CH:11]=[C:10]([Cl:14])[C:9]=1[N:15]1[CH:19]=[CH:18][C:17]([CH:20]=[O:21])=[CH:16]1.CC(C)=[O:24].[OH-].[Na+]. Product: [Cl:7][C:8]1[CH:13]=[CH:12][CH:11]=[C:10]([Cl:14])[C:9]=1[N:15]1[CH:19]=[CH:18][C:17]([C:20]([OH:24])=[O:21])=[CH:16]1. The catalyst class is: 6. (5) Reactant: C([N:8]1[CH2:14][C:13]2[N:15]=[CH:16][C:17]([N:19]3[CH2:24][CH2:23][O:22][CH2:21][CH2:20]3)=[N:18][C:12]=2[O:11][CH2:10][CH2:9]1)C1C=CC=CC=1. Product: [N:19]1([C:17]2[CH:16]=[N:15][C:13]3[CH2:14][NH:8][CH2:9][CH2:10][O:11][C:12]=3[N:18]=2)[CH2:20][CH2:21][O:22][CH2:23][CH2:24]1. The catalyst class is: 563. (6) Reactant: [NH:1]1[CH2:6][CH2:5][CH:4]([C:7]2[CH:8]=[C:9]([CH:15]=[CH:16][CH:17]=2)[C:10]([O:12][CH2:13][CH3:14])=[O:11])[CH2:3][CH2:2]1.Cl[C:19]1[CH:20]=[CH:21][C:22]2[N:23]([C:25]([C:28]([F:31])([F:30])[F:29])=[N:26][N:27]=2)[N:24]=1.CCN(C(C)C)C(C)C. Product: [F:30][C:28]([F:29])([F:31])[C:25]1[N:23]2[N:24]=[C:19]([N:1]3[CH2:6][CH2:5][CH:4]([C:7]4[CH:8]=[C:9]([CH:15]=[CH:16][CH:17]=4)[C:10]([O:12][CH2:13][CH3:14])=[O:11])[CH2:3][CH2:2]3)[CH:20]=[CH:21][C:22]2=[N:27][N:26]=1. The catalyst class is: 44.